Dataset: HIV replication inhibition screening data with 41,000+ compounds from the AIDS Antiviral Screen. Task: Binary Classification. Given a drug SMILES string, predict its activity (active/inactive) in a high-throughput screening assay against a specified biological target. (1) The result is 0 (inactive). The drug is Cc1cc2c(C(C)C)c(O)c(O)c(C=Nc3ccc(C(=O)NCC(=O)O)cc3)c2c(O)c1-c1c(C)cc2c(C(C)C)c(O)c(O)c(C=Nc3ccc(C(=O)NCC(=O)O)cc3)c2c1O. (2) The result is 0 (inactive). The drug is CCOC(=O)CC(C#N)(CC(=O)OCC)C(=O)OCC. (3) The compound is O=C(Nc1ccc(F)cc1)Nc1ccc(Nc2ccccc2)cc1. The result is 0 (inactive).